Dataset: Reaction yield outcomes from USPTO patents with 853,638 reactions. Task: Predict the reaction yield, written as a fraction of the theoretical maximum amount of product (1.0 means a 100% yield; for example, 0.34 means a 34% yield). The reactants are C[O:2][C:3](=[O:37])[C:4]1[CH:9]=[CH:8][CH:7]=[CH:6][C:5]=1[O:10][CH2:11][C:12]1[N:13]=[C:14]([N:24]2[CH2:29][CH2:28][N:27]3[C:30]([C:33]([F:36])([F:35])[F:34])=[N:31][N:32]=[C:26]3[CH2:25]2)[C:15]2[CH:20]=[C:19]([CH2:21][CH2:22][CH3:23])[S:18][C:16]=2[N:17]=1.[OH-].[Li+]. The product is [CH2:21]([C:19]1[S:18][C:16]2[N:17]=[C:12]([CH2:11][O:10][C:5]3[CH:6]=[CH:7][CH:8]=[CH:9][C:4]=3[C:3]([OH:37])=[O:2])[N:13]=[C:14]([N:24]3[CH2:29][CH2:28][N:27]4[C:30]([C:33]([F:35])([F:34])[F:36])=[N:31][N:32]=[C:26]4[CH2:25]3)[C:15]=2[CH:20]=1)[CH2:22][CH3:23]. The catalyst is O1CCCC1.O.CO. The yield is 0.150.